This data is from Full USPTO retrosynthesis dataset with 1.9M reactions from patents (1976-2016). The task is: Predict the reactants needed to synthesize the given product. (1) Given the product [C:9]1([CH:1]([C:2]2[CH:3]=[CH:4][CH:5]=[CH:6][CH:7]=2)[OH:8])[CH:10]=[CH:11][CH:12]=[CH:13][CH:14]=1, predict the reactants needed to synthesize it. The reactants are: [C:1]([C:9]1[CH:14]=[CH:13][CH:12]=[CH:11][CH:10]=1)(=[O:8])[C:2]1[CH:7]=[CH:6][CH:5]=[CH:4][CH:3]=1.[NH4+].[Cl-].CC(O)=O. (2) Given the product [Cl:25][C:26]1[CH:34]=[CH:33][CH:32]=[C:31]([Cl:35])[C:27]=1[C:28]([NH:1][C:2]1[CH:3]=[N:4][C:5]([NH:8][C:9]2[CH:10]=[CH:11][C:12]([C:13](=[O:14])[NH:15][CH2:16][CH2:17][N:18]3[CH2:19][CH2:20][CH2:21][CH2:22]3)=[CH:23][CH:24]=2)=[N:6][CH:7]=1)=[O:29], predict the reactants needed to synthesize it. The reactants are: [NH2:1][C:2]1[CH:3]=[N:4][C:5]([NH:8][C:9]2[CH:24]=[CH:23][C:12]([C:13]([NH:15][CH2:16][CH2:17][N:18]3[CH2:22][CH2:21][CH2:20][CH2:19]3)=[O:14])=[CH:11][CH:10]=2)=[N:6][CH:7]=1.[Cl:25][C:26]1[CH:34]=[CH:33][CH:32]=[C:31]([Cl:35])[C:27]=1[C:28](Cl)=[O:29].C(N(C(C)C)CC)(C)C. (3) Given the product [CH3:20][O:19][C:16]1[C:15]([C:22]2[CH:23]=[CH:24][C:25]3[O:29][N:28]=[C:27]([N:30]([C:31]([O:33][C:34]([CH3:35])([CH3:36])[CH3:37])=[O:32])[C:38]([O:40][C:41]([CH3:42])([CH3:44])[CH3:43])=[O:39])[C:26]=3[CH:45]=2)=[CH:14][CH:13]=[CH:12][N:4]=1, predict the reactants needed to synthesize it. The reactants are: BrC1N2C=NC=C2C(=O)[N:4]([CH2:12][C:13]2C=C[C:16]([O:19][CH3:20])=[CH:15][CH:14]=2)C=1.Br[C:22]1[CH:23]=[CH:24][C:25]2[O:29][N:28]=[C:27]([N:30]([C:38]([O:40][C:41]([CH3:44])([CH3:43])[CH3:42])=[O:39])[C:31]([O:33][C:34]([CH3:37])([CH3:36])[CH3:35])=[O:32])[C:26]=2[CH:45]=1. (4) Given the product [CH3:35][C:36]([CH3:52])([CH3:51])[C:37]([O:39][CH2:40][C:41]1[S:42][C:43]2[C:48]([N:49]=1)=[CH:47][C:46]([NH:50][C:25]([C:12]1[N:13]([CH2:17][C:18]3[CH:23]=[CH:22][CH:21]=[C:20]([F:24])[CH:19]=3)[C:14]3[C:10]([CH:11]=1)=[CH:9][C:8]([F:7])=[CH:16][CH:15]=3)=[O:27])=[CH:45][N:44]=2)=[O:38], predict the reactants needed to synthesize it. The reactants are: C(Cl)(=O)C(Cl)=O.[F:7][C:8]1[CH:9]=[C:10]2[C:14](=[CH:15][CH:16]=1)[N:13]([CH2:17][C:18]1[CH:23]=[CH:22][CH:21]=[C:20]([F:24])[CH:19]=1)[C:12]([C:25]([OH:27])=O)=[CH:11]2.C(N(CC)CC)C.[CH3:35][C:36]([CH3:52])([CH3:51])[C:37]([O:39][CH2:40][C:41]1[S:42][C:43]2[C:48]([N:49]=1)=[CH:47][C:46]([NH2:50])=[CH:45][N:44]=2)=[O:38].